This data is from Forward reaction prediction with 1.9M reactions from USPTO patents (1976-2016). The task is: Predict the product of the given reaction. (1) Given the reactants [CH3:1][N:2]([CH3:15])[C:3]1[S:4][C:5]2[CH:11]=[CH:10][C:9]([N+:12]([O-])=O)=[CH:8][C:6]=2[N:7]=1.S1C2C=CC(N)=CC=2N=C1, predict the reaction product. The product is: [CH3:1][N:2]([CH3:15])[C:3]1[S:4][C:5]2[CH:11]=[CH:10][C:9]([NH2:12])=[CH:8][C:6]=2[N:7]=1. (2) Given the reactants [N+:1]([C:4]1[CH:9]=[CH:8][C:7]([NH:10][C:11]([NH2:13])=[S:12])=[CH:6][CH:5]=1)([O-:3])=[O:2].[CH2:14](OC(OCC)CBr)[CH3:15], predict the reaction product. The product is: [N+:1]([C:4]1[CH:9]=[CH:8][C:7]([NH:10][C:11]2[S:12][CH:14]=[CH:15][N:13]=2)=[CH:6][CH:5]=1)([O-:3])=[O:2]. (3) Given the reactants Br[C:2]1[CH:3]=[C:4]2[C:8](=[CH:9][CH:10]=1)[NH:7][N:6]=[C:5]2C(OC(C)(C)C)=O.[Cl:18][C:19]1[C:24](B2OC(C)(C)C(C)(C)O2)=[CH:23][CH:22]=[CH:21][N:20]=1.C([O-])([O-])=O.[Na+].[Na+].CCOC(C)=O.O, predict the reaction product. The product is: [Cl:18][C:19]1[C:24]([C:2]2[CH:3]=[C:4]3[C:8](=[CH:9][CH:10]=2)[NH:7][N:6]=[CH:5]3)=[CH:23][CH:22]=[CH:21][N:20]=1. (4) Given the reactants [CH2:1]([NH:3][C:4]1[C:9]2=[N:10][CH:11]=[C:12]([C:13]#[N:14])[N:8]2[N:7]=[CH:6][N:5]=1)[CH3:2].[C:15]([CH2:17][C:18](O)=O)#[N:16].[ClH:21].[CH3:22][N:23]([CH3:32])[CH2:24][CH2:25][CH2:26][N:27]=C=NCC.[CH:33]1C=[C:37]2N=N[N:41](O)[C:36]2=[CH:35][CH:34]=1.[OH2:43].C([O-])(=O)C.[NH4+], predict the reaction product. The product is: [Cl:21][C:35]1[C:34]([CH:33]2[CH2:22][N:23]([C:24](=[O:43])[CH2:25][C:26]#[N:27])[CH2:32]2)=[CH:18][C:17]([C:15]#[N:16])=[CH:37][C:36]=1[NH:41][C:6]1[N:5]=[C:4]([NH:3][CH2:1][CH3:2])[C:9]2=[N:10][CH:11]=[C:12]([C:13]#[N:14])[N:8]2[N:7]=1. (5) Given the reactants [Br:1][C:2]1[CH:7]=[CH:6][C:5]([C:8]2[C:34](=[O:35])[N:33]([CH3:36])[C:11]3[N:12]([CH3:32])[C:13]4[C:18]([C:10]=3[CH:9]=2)=[CH:17][C:16]([C:19]2[NH:20][N:21]=[C:22]([CH2:24][O:25]C3CCCCO3)[CH:23]=2)=[CH:15][CH:14]=4)=[CH:4][CH:3]=1.C1(C)C=CC(S(O)(=O)=O)=CC=1, predict the reaction product. The product is: [Br:1][C:2]1[CH:7]=[CH:6][C:5]([C:8]2[C:34](=[O:35])[N:33]([CH3:36])[C:11]3[N:12]([CH3:32])[C:13]4[C:18]([C:10]=3[CH:9]=2)=[CH:17][C:16]([C:19]2[NH:20][N:21]=[C:22]([CH2:24][OH:25])[CH:23]=2)=[CH:15][CH:14]=4)=[CH:4][CH:3]=1. (6) The product is: [C:20]([O:19][C:17](=[O:18])[NH:16][CH:13]1[CH2:12][CH2:11][CH:10]([NH:9][C:8]([NH:37][C@@H:34]2[CH2:35][CH2:36][N:32]([CH2:25][C:26]3[CH:31]=[CH:30][CH:29]=[CH:28][CH:27]=3)[CH2:33]2)=[O:24])[CH2:15][CH2:14]1)([CH3:21])([CH3:22])[CH3:23]. Given the reactants C1(O[C:8](=[O:24])[NH:9][CH:10]2[CH2:15][CH2:14][CH:13]([NH:16][C:17]([O:19][C:20]([CH3:23])([CH3:22])[CH3:21])=[O:18])[CH2:12][CH2:11]2)C=CC=CC=1.[CH2:25]([N:32]1[CH2:36][CH2:35][C@@H:34]([NH2:37])[CH2:33]1)[C:26]1[CH:31]=[CH:30][CH:29]=[CH:28][CH:27]=1, predict the reaction product. (7) Given the reactants [I:1][C:2]1[CH:3]=[C:4]2[C:9](=[CH:10][CH:11]=1)[N:8]=[CH:7][N:6]=[C:5]2[CH:12]1[CH2:17][CH2:16][NH:15][CH2:14][CH2:13]1.[N+](C1C=CC([O:27][C:28](=O)[NH:29][C:30]2[CH:35]=[CH:34][C:33]([O:36][CH:37]([CH3:39])[CH3:38])=[CH:32][CH:31]=2)=CC=1)([O-])=O.CCN(C(C)C)C(C)C, predict the reaction product. The product is: [CH:37]([O:36][C:33]1[CH:34]=[CH:35][C:30]([NH:29][C:28]([N:15]2[CH2:16][CH2:17][CH:12]([C:5]3[C:4]4[C:9](=[CH:10][CH:11]=[C:2]([I:1])[CH:3]=4)[N:8]=[CH:7][N:6]=3)[CH2:13][CH2:14]2)=[O:27])=[CH:31][CH:32]=1)([CH3:39])[CH3:38]. (8) The product is: [N:8]1([CH2:9][CH2:10][O:11][C:12](=[O:36])[CH2:13][O:14][C:15]2[CH:16]=[CH:17][C:18]([CH2:21][CH2:22][CH2:23][CH2:24][NH:25][C:26]([O:28][CH2:29][C:30]3[CH:31]=[CH:32][CH:33]=[CH:34][CH:35]=3)=[O:27])=[CH:19][CH:20]=2)[CH2:6][CH2:40][CH2:39][CH2:38][CH2:37]1. Given the reactants C(O[C:6]([NH:8][CH2:9][CH2:10][O:11][C:12](=[O:36])[CH2:13][O:14][C:15]1[CH:20]=[CH:19][C:18]([CH2:21][CH2:22][CH2:23][CH2:24][NH:25][C:26]([O:28][CH2:29][C:30]2[CH:35]=[CH:34][CH:33]=[CH:32][CH:31]=2)=[O:27])=[CH:17][CH:16]=1)=O)(C)(C)C.[CH2:37](OC(NCCC[CH2:37][C:38]1C=CC(OCC(O)=O)=[CH:40][CH:39]=1)=O)[C:38]1C=CC=[CH:40][CH:39]=1, predict the reaction product. (9) Given the reactants [NH2:1][C:2]1[C:3]([NH:9][CH2:10][CH:11]2[CH2:16][CH2:15][C:14]3([C:20]4[CH:21]=[CH:22][CH:23]=[CH:24][C:19]=4[C:18](=[O:25])[O:17]3)[CH2:13][CH2:12]2)=[N:4][CH:5]=[CH:6][C:7]=1[CH3:8].O.ON1C2C=CC=CC=2N=N1.[F:37][C:38]([F:44])([F:43])[CH2:39][C:40](O)=[O:41].Cl.CN(C)CCCN=C=NCC.CCN=C=NCCCN(C)C, predict the reaction product. The product is: [F:37][C:38]([F:44])([F:43])[CH2:39][C:40]([NH:1][C:2]1[C:3]([NH:9][CH2:10][CH:11]2[CH2:16][CH2:15][C:14]3([C:20]4[CH:21]=[CH:22][CH:23]=[CH:24][C:19]=4[C:18](=[O:25])[O:17]3)[CH2:13][CH2:12]2)=[N:4][CH:5]=[CH:6][C:7]=1[CH3:8])=[O:41]. (10) Given the reactants [NH2:1][C:2]1[N:7]=[CH:6][N:5]=[C:4]2[N:8]([CH:20]3[CH2:25][CH2:24][N:23](C([O:28][C:29]([CH3:32])(C)C)=O)[CH2:22][CH2:21]3)[N:9]=[C:10]([C:11]3[CH:16]=[CH:15][C:14]([NH2:17])=[C:13]([O:18][CH3:19])[CH:12]=3)[C:3]=12.[F:33][C:34]1[CH:42]=[C:41]([C:43]([F:46])([F:45])[F:44])[CH:40]=[CH:39][C:35]=1[C:36](Cl)=[O:37], predict the reaction product. The product is: [C:29]([OH:37])(=[O:28])[CH3:32].[NH2:1][C:2]1[N:7]=[CH:6][N:5]=[C:4]2[N:8]([CH:20]3[CH2:21][CH2:22][NH:23][CH2:24][CH2:25]3)[N:9]=[C:10]([C:11]3[CH:16]=[CH:15][C:14]([NH:17][C:36](=[O:37])[C:35]4[CH:39]=[CH:40][C:41]([C:43]([F:44])([F:45])[F:46])=[CH:42][C:34]=4[F:33])=[C:13]([O:18][CH3:19])[CH:12]=3)[C:3]=12.